Predict the reactants needed to synthesize the given product. From a dataset of Retrosynthesis with 50K atom-mapped reactions and 10 reaction types from USPTO. Given the product O=C(O)c1cc(Cl)nn1-c1cccnc1, predict the reactants needed to synthesize it. The reactants are: COC(=O)c1cc(Cl)nn1-c1cccnc1.